Dataset: Full USPTO retrosynthesis dataset with 1.9M reactions from patents (1976-2016). Task: Predict the reactants needed to synthesize the given product. Given the product [N:22]1([CH2:2][CH2:3][CH2:4][CH2:5][O:6][C:7]2[CH:12]=[CH:11][C:10]([C:13]3[N:14]4[C:18]([CH:19]=[CH:20][CH:21]=3)=[CH:17][CH:16]=[CH:15]4)=[CH:9][CH:8]=2)[CH2:27][CH2:26][CH2:25][CH2:24][CH2:23]1, predict the reactants needed to synthesize it. The reactants are: Cl[CH2:2][CH2:3][CH2:4][CH2:5][O:6][C:7]1[CH:12]=[CH:11][C:10]([CH:13]2[CH2:21][CH2:20][CH2:19][CH:18]3[N:14]2[CH2:15][CH2:16][CH2:17]3)=[CH:9][CH:8]=1.[NH:22]1[CH2:27][CH2:26][CH2:25][CH2:24][CH2:23]1.